Dataset: Full USPTO retrosynthesis dataset with 1.9M reactions from patents (1976-2016). Task: Predict the reactants needed to synthesize the given product. Given the product [C:20]([C:18]1[C:17]2[C:12](=[CH:13][CH:14]=[CH:15][CH:16]=2)[CH:11]=[C:10]([C:8]2[O:9][C:5]([C:3]([OH:4])=[O:2])=[C:6]([CH3:22])[N:7]=2)[CH:19]=1)#[N:21], predict the reactants needed to synthesize it. The reactants are: C[O:2][C:3]([C:5]1[O:9][C:8]([C:10]2[CH:19]=[C:18]([C:20]#[N:21])[C:17]3[C:12](=[CH:13][CH:14]=[CH:15][CH:16]=3)[CH:11]=2)=[N:7][C:6]=1[CH3:22])=[O:4].O.[OH-].[Li+].